Task: Regression. Given a peptide amino acid sequence and an MHC pseudo amino acid sequence, predict their binding affinity value. This is MHC class I binding data.. Dataset: Peptide-MHC class I binding affinity with 185,985 pairs from IEDB/IMGT (1) The peptide sequence is RRQGNIYPK. The MHC is HLA-B07:02 with pseudo-sequence HLA-B07:02. The binding affinity (normalized) is 0.0847. (2) The peptide sequence is KLMALELFK. The MHC is HLA-A31:01 with pseudo-sequence HLA-A31:01. The binding affinity (normalized) is 0.719. (3) The peptide sequence is VMAPSTEHI. The MHC is HLA-B15:01 with pseudo-sequence HLA-B15:01. The binding affinity (normalized) is 0.495. (4) The peptide sequence is SVSRDFTLV. The MHC is HLA-A02:03 with pseudo-sequence HLA-A02:03. The binding affinity (normalized) is 0.579. (5) The peptide sequence is ADATPTGWGL. The MHC is Patr-B2401 with pseudo-sequence Patr-B2401. The binding affinity (normalized) is 0.207.